Dataset: Forward reaction prediction with 1.9M reactions from USPTO patents (1976-2016). Task: Predict the product of the given reaction. The product is: [CH3:4][C:2]([C@H:5]([NH:47][C:48]([O:50][CH3:51])=[O:49])[C:6]([NH:8][C@H:9]([C@@H:17]([OH:46])[CH2:18][N:19]([NH:33][C:34]([C@@H:36]([NH:41][C:42]([O:44][CH3:45])=[O:43])[C:37]([CH3:38])([CH3:39])[CH3:40])=[O:35])[CH2:20][C:21]1[CH:26]=[CH:25][C:24]([C:27]2[N:32]=[CH:31][CH:30]=[CH:29][CH:28]=2)=[CH:23][CH:22]=1)[CH2:10][C:11]1[CH:12]=[CH:13][CH:14]=[CH:15][CH:16]=1)=[O:7])([CH3:1])[CH3:3].[OH:87][S:84]([OH:88])(=[O:86])=[O:85]. Given the reactants [CH3:1][C:2]([C@H:5]([NH:47][C:48]([O:50][CH3:51])=[O:49])[C:6]([NH:8][C@H:9]([C@@H:17]([OH:46])[CH2:18][N:19]([NH:33][C:34]([C@@H:36]([NH:41][C:42]([O:44][CH3:45])=[O:43])[C:37]([CH3:40])([CH3:39])[CH3:38])=[O:35])[CH2:20][C:21]1[CH:26]=[CH:25][C:24]([C:27]2[N:32]=[CH:31][CH:30]=[CH:29][CH:28]=2)=[CH:23][CH:22]=1)[CH2:10][C:11]1[CH:16]=[CH:15][CH:14]=[CH:13][CH:12]=1)=[O:7])([CH3:4])[CH3:3].C(OC(C)C)(=O)C.CS(C)=O.C(OC(C)C)(=O)C.CO.C(OC(C)C)(=O)C.CN(C=O)C.[S:84](=[O:88])(=[O:87])([OH:86])[OH:85], predict the reaction product.